This data is from Forward reaction prediction with 1.9M reactions from USPTO patents (1976-2016). The task is: Predict the product of the given reaction. (1) Given the reactants [OH:1][C:2]1[C:9]([OH:10])=[CH:8][CH:7]=[CH:6][C:3]=1[CH:4]=[O:5].[H-].[Na+].[CH2:13](Br)[C:14]1[CH:19]=[CH:18][CH:17]=[CH:16][CH:15]=1, predict the reaction product. The product is: [CH2:13]([O:1][C:2]1[C:9]([O:10][CH2:4][C:3]2[CH:6]=[CH:7][CH:8]=[CH:9][CH:2]=2)=[CH:8][CH:7]=[CH:6][C:3]=1[CH:4]=[O:5])[C:14]1[CH:19]=[CH:18][CH:17]=[CH:16][CH:15]=1. (2) The product is: [CH3:1][C:2]1[C:3]([N:8]([CH2:42][O:43][CH2:44][CH2:45][O:46][CH3:47])[S:9]([C:12]2[S:13][C:14]([CH3:41])=[CH:15][C:16]=2[C:17]2[CH:22]=[CH:21][C:20]([CH2:23][N:24]3[C:33]4[C:28](=[C:29]([CH2:36][CH3:37])[N:30]=[C:31]([CH2:34][CH3:35])[CH:32]=4)[C:27]([O:48][CH2:49][CH3:50])=[CH:26][C:25]3=[O:39])=[CH:19][C:18]=2[CH3:40])(=[O:11])=[O:10])=[N:4][O:5][C:6]=1[CH3:7]. Given the reactants [CH3:1][C:2]1[C:3]([N:8]([CH2:42][O:43][CH2:44][CH2:45][O:46][CH3:47])[S:9]([C:12]2[S:13][C:14]([CH3:41])=[CH:15][C:16]=2[C:17]2[CH:22]=[CH:21][C:20]([CH2:23][N:24]3[C:33]4[C:28](=[C:29]([CH2:36][CH3:37])[N:30]=[C:31]([CH2:34][CH3:35])[CH:32]=4)[C:27](Cl)=[CH:26][C:25]3=[O:39])=[CH:19][C:18]=2[CH3:40])(=[O:11])=[O:10])=[N:4][O:5][C:6]=1[CH3:7].[O-:48][CH2:49][CH3:50].[Na+], predict the reaction product. (3) Given the reactants [O:1]1[C:5]2[CH:6]=[CH:7][CH:8]=[CH:9][C:4]=2[CH:3]=[C:2]1[C:10]([OH:12])=O.[OH:13][CH:14]1[CH:20]([NH:21][C:22](=[O:29])[C@@H:23]([NH2:28])[CH2:24][CH:25]([CH3:27])[CH3:26])[CH2:19][CH2:18][CH2:17][N:16]([S:30]([C:33]2[CH:38]=[CH:37][CH:36]=[C:35]([CH3:39])[N:34]=2)(=[O:32])=[O:31])[CH2:15]1.[OH:40][CH:41]1C(NC(=O)[C@@H](N)CC(C)C)CCCN(S(C2C=CC=CN=2)(=O)=O)C1, predict the reaction product. The product is: [CH3:26][CH:25]([CH3:27])[CH2:24][C@H:23]([NH:28][C:10]([C:2]1[O:1][C:5]2[CH:6]=[CH:7][C:8]([O:40][CH3:41])=[CH:9][C:4]=2[CH:3]=1)=[O:12])[C:22](=[O:29])[NH:21][CH:20]1[CH2:19][CH2:18][CH2:17][N:16]([S:30]([C:33]2[CH:38]=[CH:37][CH:36]=[C:35]([CH3:39])[N:34]=2)(=[O:32])=[O:31])[CH2:15][CH:14]1[OH:13]. (4) Given the reactants [NH2:1][CH2:2][C:3]1[CH:26]=[CH:25][CH:24]=[CH:23][C:4]=1[CH2:5][O:6][C:7]1[N:12]=[CH:11][N:10]([CH2:13][C:14]2[CH:19]=[CH:18][CH:17]=[CH:16][CH:15]=2)[C:9](=[O:20])[C:8]=1[CH2:21][CH3:22].C(N(CC)CC)C.[C:34]([C:38]1[CH:42]=[C:41]([NH:43][C:44](=O)[O:45]C2C=CC([N+]([O-])=O)=CC=2)[N:40]([C:56]2[CH:61]=[CH:60][C:59]([CH3:62])=[CH:58][CH:57]=2)[N:39]=1)([CH3:37])([CH3:36])[CH3:35].BrC1C(=O)N(CC2C=CC(OC)=CC=2)C(C)=CC=1OCC1C=CC=CC=1CNC(NC1N(C2C=CC(C)=CC=2)N=C(C(C)(C)C)C=1)=O, predict the reaction product. The product is: [CH2:13]([N:10]1[C:9](=[O:20])[C:8]([CH2:21][CH3:22])=[C:7]([O:6][CH2:5][C:4]2[CH:23]=[CH:24][CH:25]=[CH:26][C:3]=2[CH2:2][NH:1][C:44]([NH:43][C:41]2[N:40]([C:56]3[CH:61]=[CH:60][C:59]([CH3:62])=[CH:58][CH:57]=3)[N:39]=[C:38]([C:34]([CH3:37])([CH3:36])[CH3:35])[CH:42]=2)=[O:45])[N:12]=[CH:11]1)[C:14]1[CH:15]=[CH:16][CH:17]=[CH:18][CH:19]=1. (5) The product is: [C:45]([O:49][C:50](=[O:68])[C:51]([NH:67][C:33]([NH:1][C@@H:2]1[CH2:17][C:16]2=[CH:15][CH:14]=[C:13]([CH:19]=[CH:18]2)[O:12][CH2:11][CH2:10][CH2:9][CH2:8][O:7][CH2:6][C@H:5]([CH:20]([CH3:21])[CH3:22])[NH:4][C:3]1=[O:23])=[O:34])([CH3:66])[CH2:52][C@@H:53]1[CH2:57][CH2:56][C@@H:55]([NH:58][C:59]([O:61][C:62]([CH3:65])([CH3:64])[CH3:63])=[O:60])[CH2:54]1)([CH3:47])([CH3:46])[CH3:48]. Given the reactants [NH2:1][C@@H:2]1[CH2:17][C:16]2=[CH:18][CH:19]=[C:13]([CH:14]=[CH:15]2)[O:12][CH2:11][CH2:10][CH2:9][CH2:8][O:7][CH2:6][C@H:5]([CH:20]([CH3:22])[CH3:21])[NH:4][C:3]1=[O:23].C(N(CC)C(C)C)(C)C.[C:33](N1C=CN=C1)(N1C=CN=C1)=[O:34].[C:45]([O:49][C:50](=[O:68])[C:51]([NH2:67])([CH3:66])[CH2:52][C@@H:53]1[CH2:57][CH2:56][C@@H:55]([NH:58][C:59]([O:61][C:62]([CH3:65])([CH3:64])[CH3:63])=[O:60])[CH2:54]1)([CH3:48])([CH3:47])[CH3:46], predict the reaction product. (6) Given the reactants [O:1]=[C:2]1[N:6]([C:7]2[CH:8]=[CH:9][C:10]3[C:16](=[O:17])[CH2:15][CH2:14][CH2:13][CH2:12][C:11]=3[CH:18]=2)[CH2:5][C@H:4]([CH2:19][NH:20][C:21](=[O:23])[CH3:22])[O:3]1.[Li+].CC([N-]C(C)C)C.[F:32][C:33]([F:40])([F:39])[C:34](OCC)=[O:35], predict the reaction product. The product is: [O:1]=[C:2]1[N:6]([C:7]2[CH:8]=[CH:9][C:10]3[C:16](=[O:17])[CH:15]([C:34](=[O:35])[C:33]([F:40])([F:39])[F:32])[CH2:14][CH2:13][CH2:12][C:11]=3[CH:18]=2)[CH2:5][C@H:4]([CH2:19][NH:20][C:21](=[O:23])[CH3:22])[O:3]1. (7) The product is: [Br:13][CH2:2][C:3]1[CH:4]=[C:5]([CH2:9][C:10]#[N:11])[CH:6]=[CH:7][CH:8]=1. Given the reactants O[CH2:2][C:3]1[CH:4]=[C:5]([CH2:9][C:10]#[N:11])[CH:6]=[CH:7][CH:8]=1.C(Br)(Br)(Br)[Br:13].C1C=CC(P(C2C=CC=CC=2)C2C=CC=CC=2)=CC=1, predict the reaction product.